From a dataset of Full USPTO retrosynthesis dataset with 1.9M reactions from patents (1976-2016). Predict the reactants needed to synthesize the given product. (1) Given the product [F:33][C:8]([F:7])([F:32])[C:9]([NH:11][C@H:12]1[CH2:31][CH2:30][N:15]2[C:16]3[CH:29]=[CH:28][C:2]([CH:1]=[O:5])=[CH:26][C:17]=3[N:18]([CH3:25])[C:19]3[CH:24]=[CH:23][CH:22]=[CH:21][C:20]=3[C@@H:14]2[CH2:13]1)=[O:10], predict the reactants needed to synthesize it. The reactants are: [C:1](Cl)(=[O:5])[C:2](Cl)=O.[F:7][C:8]([F:33])([F:32])[C:9]([NH:11][C@H:12]1[CH2:31][CH2:30][N:15]2[C:16]3[CH:29]=[CH:28]C=[CH:26][C:17]=3[N:18]([CH3:25])[C:19]3[CH:24]=[CH:23][CH:22]=[CH:21][C:20]=3[C@@H:14]2[CH2:13]1)=[O:10]. (2) Given the product [CH3:44][O:45][C:46]1[CH:53]=[CH:52][CH:51]=[CH:50][C:47]=1[CH:48]=[CH:14][CH2:13][CH2:12][CH2:11][CH2:10][CH2:9][O:2][C:3]1[CH:4]=[CH:5][CH:6]=[CH:7][CH:8]=1, predict the reactants needed to synthesize it. The reactants are: [Br-].[O:2]([CH2:9][CH2:10][CH2:11][CH2:12][CH2:13][CH2:14][P+](C1C=CC=CC=1)(C1C=CC=CC=1)C1C=CC=CC=1)[C:3]1[CH:8]=[CH:7][CH:6]=[CH:5][CH:4]=1.C[Si]([N-][Si](C)(C)C)(C)C.[K+].[CH3:44][O:45][C:46]1[CH:53]=[CH:52][CH:51]=[CH:50][C:47]=1[CH:48]=O. (3) The reactants are: [C:1]([C:4]1[CH:5]=[C:6]2[C:19](=[C:20]([F:23])[C:21]=1[F:22])[N:18]1[CH2:24][C@@H:25]([CH3:29])[O:26][C@@H:27]([CH3:28])[C@@H:17]1[C:8]1([C:13](=[O:14])[NH:12][C:11](=[O:15])[NH:10][C:9]1=[O:16])[CH2:7]2)(=O)[CH3:2].Cl.[NH2:31][OH:32]. Given the product [F:22][C:21]1[C:20]([F:23])=[C:19]2[C:6]([CH2:7][C:8]3([C@H:17]4[C@H:27]([CH3:28])[O:26][C@H:25]([CH3:29])[CH2:24][N:18]42)[C:9](=[O:16])[NH:10][C:11](=[O:15])[NH:12][C:13]3=[O:14])=[CH:5][C:4]=1/[C:1](=[N:31]/[OH:32])/[CH3:2], predict the reactants needed to synthesize it. (4) The reactants are: C(N(CC)CC)C.[O:8]=[C:9]1[CH2:14][CH2:13][N:12]([C:15]([O:17][C:18]([CH3:21])([CH3:20])[CH3:19])=[O:16])[CH2:11][CH:10]1[C:22]([O:24][CH3:25])=[O:23].[BH4-].[Na+].Cl. Given the product [OH:8][CH:9]1[CH2:14][CH2:13][N:12]([C:15]([O:17][C:18]([CH3:19])([CH3:20])[CH3:21])=[O:16])[CH2:11][CH:10]1[C:22]([O:24][CH3:25])=[O:23], predict the reactants needed to synthesize it. (5) The reactants are: [CH3:1][O:2][C:3]1[N:4]=[CH:5][CH:6]=[C:7]2[C:11]([C:12]3[CH:17]=[CH:16][CH:15]=[CH:14][CH:13]=3)=[N:10][NH:9][C:8]=12.[H-].[Na+].Br[CH2:21][C:22]1[CH:27]=[CH:26][C:25]([S:28]([NH2:31])(=[O:30])=[O:29])=[CH:24][CH:23]=1.O. Given the product [CH3:1][O:2][C:3]1[N:4]=[CH:5][CH:6]=[C:7]2[C:11]([C:12]3[CH:13]=[CH:14][CH:15]=[CH:16][CH:17]=3)=[N:10][N:9]([CH2:21][C:22]3[CH:23]=[CH:24][C:25]([S:28]([NH2:31])(=[O:30])=[O:29])=[CH:26][CH:27]=3)[C:8]=12, predict the reactants needed to synthesize it. (6) Given the product [Br:1][C:2]1[CH:10]=[C:9]2[C:5]([C:6]([CH2:11][C:12]([OH:14])=[O:13])=[CH:7][NH:8]2)=[CH:4][CH:3]=1, predict the reactants needed to synthesize it. The reactants are: [Br:1][C:2]1[CH:10]=[C:9]2[C:5]([C:6]([C:11](=O)[C:12]([OH:14])=[O:13])=[CH:7][NH:8]2)=[CH:4][CH:3]=1.CC1C=CC(S(NN)(=O)=O)=CC=1.C1COCC1.[BH4-].[Na+]. (7) Given the product [C:42]([C:32]1[CH:31]=[C:30]([NH:29][C:27](=[O:28])[NH:26][C:19]2[C:20]3[C:25](=[CH:24][CH:23]=[CH:22][CH:21]=3)[C:16]([O:15][CH2:14][C:12]3[CH:11]=[CH:10][N:9]=[C:8]([NH:7][C:55]([CH:54]4[CH2:2][CH2:1][O:5][CH2:53][CH2:52]4)=[O:56])[CH:13]=3)=[CH:17][CH:18]=2)[N:34]([C:35]2[CH:36]=[CH:37][C:38]([CH3:41])=[CH:39][CH:40]=2)[N:33]=1)([CH3:45])([CH3:44])[CH3:43], predict the reactants needed to synthesize it. The reactants are: [C:1](Cl)(=[O:5])[C:2](Cl)=O.[NH2:7][C:8]1[CH:13]=[C:12]([CH2:14][O:15][C:16]2[C:25]3[C:20](=[CH:21][CH:22]=[CH:23][CH:24]=3)[C:19]([NH:26][C:27]([NH:29][C:30]3[N:34]([C:35]4[CH:40]=[CH:39][C:38]([CH3:41])=[CH:37][CH:36]=4)[N:33]=[C:32]([C:42]([CH3:45])([CH3:44])[CH3:43])[CH:31]=3)=[O:28])=[CH:18][CH:17]=2)[CH:11]=[CH:10][N:9]=1.CCN([CH:52]([CH3:54])[CH3:53])C(C)C.[CH3:55][OH:56]. (8) Given the product [Cl:28][C:23]1[CH:24]=[CH:25][CH:26]=[CH:27][C:22]=1[CH2:21][O:20][C:18]([N:14]1[CH:15]=[CH:16][C:12]([C:10](=[O:11])[NH:9][CH2:8][C:3]2[CH:4]=[CH:5][CH:6]=[CH:7][C:2]=2[Cl:1])=[N:13]1)=[O:19], predict the reactants needed to synthesize it. The reactants are: [Cl:1][C:2]1[CH:7]=[CH:6][CH:5]=[CH:4][C:3]=1[CH2:8][NH:9][C:10]([C:12]1[CH:16]=[CH:15][NH:14][N:13]=1)=[O:11].Cl[C:18]([O:20][CH2:21][C:22]1[CH:27]=[CH:26][CH:25]=[CH:24][C:23]=1[Cl:28])=[O:19]. (9) Given the product [C:1]12([C:11]([C:13]3[C:21]4[C:16](=[N:17][CH:18]=[C:19]([C:27]5[CH:28]=[C:29]([O:33][CH3:34])[C:30]([O:31][CH3:32])=[C:25]([O:24][CH3:23])[CH:26]=5)[N:20]=4)[NH:15][CH:14]=3)=[O:12])[CH2:10][CH:5]3[CH2:6][CH:7]([CH2:9][CH:3]([CH2:4]3)[CH2:2]1)[CH2:8]2, predict the reactants needed to synthesize it. The reactants are: [C:1]12([C:11]([C:13]3[C:21]4[C:16](=[N:17][CH:18]=[C:19](Br)[N:20]=4)[NH:15][CH:14]=3)=[O:12])[CH2:10][CH:5]3[CH2:6][CH:7]([CH2:9][CH:3]([CH2:4]3)[CH2:2]1)[CH2:8]2.[CH3:23][O:24][C:25]1[CH:26]=[C:27](B(O)O)[CH:28]=[C:29]([O:33][CH3:34])[C:30]=1[O:31][CH3:32]. (10) Given the product [C:7]([C@@H:3]1[CH2:4][CH2:5][CH2:6][C@H:1]([C:10]([OH:9])=[O:11])[CH2:2]1)(=[O:8])[C:17]1[CH:16]=[CH:3][CH:2]=[CH:1][CH:6]=1, predict the reactants needed to synthesize it. The reactants are: [CH:1]12[C:10](=[O:11])[O:9][C:7](=[O:8])[CH:3]([CH2:4][CH2:5][CH2:6]1)[CH2:2]2.[Br-].CCO[CH2:16][CH3:17].